Predict the product of the given reaction. From a dataset of Forward reaction prediction with 1.9M reactions from USPTO patents (1976-2016). (1) Given the reactants [NH2:1][CH2:2][CH2:3][CH2:4][CH2:5][N:6]1[C:18]2[C:17]3[CH:16]=[CH:15][CH:14]=[CH:13][C:12]=3[N:11]=[C:10]([NH2:19])[C:9]=2[N:8]=[CH:7]1.[C:20]([C:22]1[N:27]=[CH:26][C:25]([C:28](Cl)=[O:29])=[CH:24][CH:23]=1)#[N:21], predict the reaction product. The product is: [NH2:19][C:10]1[C:9]2[N:8]=[CH:7][N:6]([CH2:5][CH2:4][CH2:3][CH2:2][NH:1][C:28](=[O:29])[C:25]3[CH:24]=[CH:23][C:22]([C:20]#[N:21])=[N:27][CH:26]=3)[C:18]=2[C:17]2[CH:16]=[CH:15][CH:14]=[CH:13][C:12]=2[N:11]=1. (2) Given the reactants [NH2:1][C:2]1[N:10]=[CH:9][N:8]=[C:7]2[C:3]=1[N:4]=[CH:5][N:6]2[CH2:11][CH2:12][OH:13].[Br:14]Br, predict the reaction product. The product is: [NH2:1][C:2]1[N:10]=[CH:9][N:8]=[C:7]2[C:3]=1[N:4]=[C:5]([Br:14])[N:6]2[CH2:11][CH2:12][OH:13]. (3) Given the reactants [N:1]1[C:10]2[C:5](=[CH:6][CH:7]=[CH:8][CH:9]=2)[C:4](CN2C(=O)C3N(CC=C(C)C)C(Cl)=NC=3N(C)C2=O)=[CH:3][N:2]=1.N1C2C(=CC=CC=2)C(CN2C(=O)C3N(CC=C(C)C)C(Cl)=NC=3N(C)C2=O)C=N1.N1C2C(=CC=CC=2)C(CO)=CN=1.N1C2C(=CC=CC=2)C(CO)C=N1.CN1C2N=C(Cl)N(CC=C(C)C)C=2C(=O)NC1=O.C1(P(C2C=CC=CC=2)C2C=CC=CC=2)C=CC=CC=1.N(C(OCC)=O)=NC(OCC)=O, predict the reaction product. The product is: [NH:1]1[C:10]2[C:5](=[CH:6][CH:7]=[CH:8][CH:9]=2)[CH2:4][CH:3]=[N:2]1. (4) Given the reactants [N:1]1[C:10]2[C:5](=[CH:6][CH:7]=[CH:8][CH:9]=2)[CH:4]=[C:3]([C:11]#[C:12][CH2:13][OH:14])[CH:2]=1.CC(C)([O-])C.[K+].[C:21]1([N:27]([C:31]2[CH:36]=[CH:35][CH:34]=[CH:33][CH:32]=2)[C:28](Cl)=[O:29])[CH:26]=[CH:25][CH:24]=[CH:23][CH:22]=1.[NH4+].[Cl-], predict the reaction product. The product is: [C:21]1([N:27]([C:31]2[CH:36]=[CH:35][CH:34]=[CH:33][CH:32]=2)[C:28]([O:14][CH2:13][C:12]#[C:11][C:3]2[CH:2]=[N:1][C:10]3[C:5]([CH:4]=2)=[CH:6][CH:7]=[CH:8][CH:9]=3)=[O:29])[CH:22]=[CH:23][CH:24]=[CH:25][CH:26]=1. (5) Given the reactants [H-].[Na+].[CH3:3][O:4][C:5]1[CH:10]=[C:9]([CH3:11])[C:8]([S:12]([N:15]2[CH2:20][CH2:19][CH2:18][CH2:17][CH:16]2[CH2:21][OH:22])(=[O:14])=[O:13])=[C:7]([CH3:23])[CH:6]=1.C(N(CC)CC)C.[CH3:31][S:32](Cl)(=[O:34])=[O:33], predict the reaction product. The product is: [CH3:31][S:32]([O:22][CH2:21][CH:16]1[CH2:17][CH2:18][CH2:19][CH2:20][N:15]1[S:12]([C:8]1[C:7]([CH3:23])=[CH:6][C:5]([O:4][CH3:3])=[CH:10][C:9]=1[CH3:11])(=[O:13])=[O:14])(=[O:34])=[O:33]. (6) Given the reactants ClC(Cl)(Cl)CO[C:5](=[O:45])[NH:6][C:7]1[CH:12]=[CH:11][C:10]([S:13][C:14]2[CH:19]=[CH:18][C:17]([C:20](=[O:30])[NH:21][C:22]3[CH:27]=[CH:26][C:25]([CH3:28])=[C:24]([F:29])[CH:23]=3)=[CH:16][C:15]=2[NH:31][C:32]2[C:33]3[CH:41]=[CH:40][C:39]([CH:42]([CH3:44])[CH3:43])=[N:38][C:34]=3[N:35]=[CH:36][N:37]=2)=[CH:9][CH:8]=1.C1CCN2[C:51](=[N:52][CH2:53]CC2)CC1.CNC, predict the reaction product. The product is: [CH3:51][N:52]([CH3:53])[C:5](=[O:45])[NH:6][C:7]1[CH:8]=[CH:9][C:10]([S:13][C:14]2[CH:19]=[CH:18][C:17]([C:20]([NH:21][C:22]3[CH:27]=[CH:26][C:25]([CH3:28])=[C:24]([F:29])[CH:23]=3)=[O:30])=[CH:16][C:15]=2[NH:31][C:32]2[C:33]3[CH:41]=[CH:40][C:39]([CH:42]([CH3:44])[CH3:43])=[N:38][C:34]=3[N:35]=[CH:36][N:37]=2)=[CH:11][CH:12]=1.